From a dataset of Forward reaction prediction with 1.9M reactions from USPTO patents (1976-2016). Predict the product of the given reaction. (1) Given the reactants [Br:1][C:2]1[CH:7]=[C:6]([F:8])[C:5]([CH2:9][OH:10])=[C:4]([F:11])[CH:3]=1, predict the reaction product. The product is: [Br:1][C:2]1[CH:3]=[C:4]([F:11])[C:5]([CH:9]=[O:10])=[C:6]([F:8])[CH:7]=1. (2) Given the reactants [C:1]([NH:4][C:5]1[S:6][CH:7]=[C:8]([C:10]([NH:12][C:13]2[CH:18]=[CH:17][C:16]([NH:19]C(=O)OC(C)(C)C)=[CH:15][CH:14]=2)=[O:11])[N:9]=1)(=[O:3])[CH3:2].[ClH:27], predict the reaction product. The product is: [ClH:27].[C:1]([NH:4][C:5]1[S:6][CH:7]=[C:8]([C:10]([NH:12][C:13]2[CH:18]=[CH:17][C:16]([NH2:19])=[CH:15][CH:14]=2)=[O:11])[N:9]=1)(=[O:3])[CH3:2]. (3) Given the reactants [CH:1]1([CH2:7][O:8][C:9]2[N:17]=[C:16]3[C:12]([N:13]=[C:14]([O:25]C)[N:15]3[CH2:18][CH:19]3[CH2:24][CH2:23][O:22][CH2:21][CH2:20]3)=[C:11]([NH2:27])[N:10]=2)[CH2:6][CH2:5][CH2:4][CH2:3][CH2:2]1.Cl.[OH-].[Na+], predict the reaction product. The product is: [NH2:27][C:11]1[N:10]=[C:9]([O:8][CH2:7][CH:1]2[CH2:2][CH2:3][CH2:4][CH2:5][CH2:6]2)[N:17]=[C:16]2[C:12]=1[NH:13][C:14](=[O:25])[N:15]2[CH2:18][CH:19]1[CH2:20][CH2:21][O:22][CH2:23][CH2:24]1. (4) Given the reactants [NH2:1][C:2]1[C:7]([C:8]#[N:9])=[C:6]([C:10]2[CH:14]=[CH:13][S:12][CH:11]=2)[N:5]=[C:4]([C:15]([OH:17])=O)[CH:3]=1.[N:18]1[CH:23]=[CH:22][CH:21]=[C:20]([CH2:24][NH2:25])[CH:19]=1.F[B-](F)(F)F.N1(OC(N(C)C)=[N+](C)C)C2C=CC=CC=2N=N1.C(N(CC)C(C)C)(C)C, predict the reaction product. The product is: [NH2:1][C:2]1[C:7]([C:8]#[N:9])=[C:6]([C:10]2[CH:14]=[CH:13][S:12][CH:11]=2)[N:5]=[C:4]([C:15]([NH:25][CH2:24][C:20]2[CH:19]=[N:18][CH:23]=[CH:22][CH:21]=2)=[O:17])[CH:3]=1. (5) Given the reactants [CH3:1][C:2]1[C:16]([S:17]([CH3:20])(=[O:19])=[O:18])=[C:15]([C:21]([F:24])([F:23])[F:22])[CH:14]=[CH:13][C:3]=1[C:4]([NH:6][C:7]1[C:11]([CH3:12])=[N:10][O:9][N:8]=1)=[O:5].[CH2:25](Br)[CH:26]=[CH2:27].C(=O)([O-])[O-].[K+].[K+], predict the reaction product. The product is: [CH2:27]([N:6]([C:7]1[C:11]([CH3:12])=[N:10][O:9][N:8]=1)[C:4](=[O:5])[C:3]1[CH:13]=[CH:14][C:15]([C:21]([F:24])([F:23])[F:22])=[C:16]([S:17]([CH3:20])(=[O:19])=[O:18])[C:2]=1[CH3:1])[CH:26]=[CH2:25]. (6) Given the reactants [N:1]1([C:6]2[N:7]=[C:8]([C:16]3[CH:21]=[CH:20][C:19]([CH3:22])=[CH:18][CH:17]=3)[C:9]3[CH2:15][NH:14][CH2:13][CH2:12][C:10]=3[N:11]=2)[CH2:5][CH2:4][CH2:3][CH2:2]1.C=O.[BH-](OC(C)=O)(OC(C)=O)O[C:27](C)=O.[Na+], predict the reaction product. The product is: [CH3:27][N:14]1[CH2:13][CH2:12][C:10]2[N:11]=[C:6]([N:1]3[CH2:2][CH2:3][CH2:4][CH2:5]3)[N:7]=[C:8]([C:16]3[CH:17]=[CH:18][C:19]([CH3:22])=[CH:20][CH:21]=3)[C:9]=2[CH2:15]1. (7) Given the reactants [CH3:1][N:2]1[C:7]2=[C:8]([CH:17]=[O:18])[NH:9][C:10]([C:11]3[CH:16]=[CH:15][CH:14]=[CH:13][CH:12]=3)=[C:6]2[C:5](=[O:19])[N:4]([CH3:20])[C:3]1=[O:21].[F:22]C1C=C(C2NC=C3C=2C(=O)N(C)C(=O)N3C)C=CC=1.CN1C2=CNC(C3C=C(C=CC=3)C#N)=C2C(=O)N(C)C1=O, predict the reaction product. The product is: [F:22][C:13]1[CH:12]=[C:11]([C:10]2[NH:9][C:8]([CH:17]=[O:18])=[C:7]3[C:6]=2[C:5](=[O:19])[N:4]([CH3:20])[C:3](=[O:21])[N:2]3[CH3:1])[CH:16]=[CH:15][CH:14]=1. (8) Given the reactants Cl.[Cl:2][C:3]1[CH:8]=[CH:7][C:6]([CH2:9][C@@H:10]([C:14]2[CH:19]=[CH:18][CH:17]=[C:16]([C:20]#[N:21])[CH:15]=2)[C@@H:11]([NH2:13])[CH3:12])=[CH:5][CH:4]=1.[CH3:22][S:23]([CH2:26][C:27]([C:29]1[CH:34]=[CH:33][CH:32]=[CH:31][CH:30]=1)=O)(=[O:25])=[O:24], predict the reaction product. The product is: [Cl:2][C:3]1[CH:8]=[CH:7][C:6]([CH2:9][C@@H:10]([C:14]2[CH:15]=[C:16]([CH:17]=[CH:18][CH:19]=2)[C:20]#[N:21])[C@@H:11]([NH:13][CH:27]([C:29]2[CH:34]=[CH:33][CH:32]=[CH:31][CH:30]=2)[CH2:26][S:23]([CH3:22])(=[O:24])=[O:25])[CH3:12])=[CH:5][CH:4]=1. (9) Given the reactants [CH2:1]([O:3][C:4](=[O:21])[CH2:5][CH:6]1[CH2:11][CH2:10][N:9]([C:12]2[CH:17]=[CH:16][CH:15]=[CH:14][C:13]=2[N+:18]([O-])=O)[CH2:8][CH2:7]1)[CH3:2], predict the reaction product. The product is: [CH2:1]([O:3][C:4](=[O:21])[CH2:5][CH:6]1[CH2:7][CH2:8][N:9]([C:12]2[CH:17]=[CH:16][CH:15]=[CH:14][C:13]=2[NH2:18])[CH2:10][CH2:11]1)[CH3:2].